This data is from Full USPTO retrosynthesis dataset with 1.9M reactions from patents (1976-2016). The task is: Predict the reactants needed to synthesize the given product. (1) Given the product [Cl:16][C:4]1[N:3]=[C:2]([NH:23][C:20]2[NH:21][N:22]=[C:18]([CH3:17])[CH:19]=2)[CH:7]=[C:6]([N:8]2[CH2:11][C:10]([CH:13]3[CH2:15][CH2:14]3)([F:12])[CH2:9]2)[CH:5]=1, predict the reactants needed to synthesize it. The reactants are: Cl[C:2]1[CH:7]=[C:6]([N:8]2[CH2:11][C:10]([CH:13]3[CH2:15][CH2:14]3)([F:12])[CH2:9]2)[CH:5]=[C:4]([Cl:16])[N:3]=1.[CH3:17][C:18]1[NH:22][N:21]=[C:20]([NH2:23])[CH:19]=1.CC1(C)C2C=CC=C(P(C3C=CC=CC=3)C3C=CC=CC=3)C=2OC2C1=CC=CC=2P(C1C=CC=CC=1)C1C=CC=CC=1.C([O-])([O-])=O.[Na+].[Na+]. (2) The reactants are: [C:1]1([S:7]([C:9]2[CH:14]=[CH:13][CH:12]=[CH:11][CH:10]=2)=O)[CH:6]=[CH:5][CH:4]=[CH:3][CH:2]=1.Cl[Si](C)(C)C.[Br:20][C:21]1[CH:26]=[CH:25][CH:24]=[CH:23][CH:22]=1.[Mg].Br. Given the product [Br-:20].[C:1]1([S+:7]([C:21]2[CH:26]=[CH:25][CH:24]=[CH:23][CH:22]=2)[C:9]2[CH:14]=[CH:13][CH:12]=[CH:11][CH:10]=2)[CH:6]=[CH:5][CH:4]=[CH:3][CH:2]=1, predict the reactants needed to synthesize it. (3) Given the product [CH2:6]([C:12]1[S:13][CH:14]=[CH:15][CH:16]=1)[C:11]1[CH:17]=[CH:7][CH:8]=[CH:9][CH:10]=1, predict the reactants needed to synthesize it. The reactants are: C(OC[C:6]1([C:12]2[S:13][CH:14]=[CH:15][CH:16]=2)[CH:11]=[CH:10][CH:9]=[CH:8][CH2:7]1)(=O)C.[CH2:17]1COCC1.